From a dataset of Reaction yield outcomes from USPTO patents with 853,638 reactions. Predict the reaction yield, written as a fraction of the theoretical maximum amount of product (1.0 means a 100% yield; for example, 0.34 means a 34% yield). (1) The reactants are [CH2:1]([O:3][C:4](=[O:29])[CH2:5][C:6]1[CH:11]=[CH:10][C:9]([NH:12][C:13]([NH:15][C:16]2[S:17][C:18](Br)=[CH:19][N:20]=2)=[O:14])=[C:8]([C:22]([CH:24]2[CH2:28][CH2:27][CH2:26][CH2:25]2)=[O:23])[CH:7]=1)[CH3:2].[SH:30][C:31]1[CH:36]=[CH:35][CH:34]=[CH:33][N:32]=1. No catalyst specified. The product is [CH2:1]([O:3][C:4](=[O:29])[CH2:5][C:6]1[CH:11]=[CH:10][C:9]([NH:12][C:13]([NH:15][C:16]2[S:17][C:18]([S:30][C:31]3[CH:36]=[CH:35][CH:34]=[CH:33][N:32]=3)=[CH:19][N:20]=2)=[O:14])=[C:8]([C:22]([CH:24]2[CH2:28][CH2:27][CH2:26][CH2:25]2)=[O:23])[CH:7]=1)[CH3:2]. The yield is 0.300. (2) The yield is 0.380. The catalyst is CN1C(=O)CCC1. The reactants are [C:1]1([C:36]2[CH:41]=[CH:40][CH:39]=[CH:38][CH:37]=2)[CH:6]=[CH:5][CH:4]=[C:3]([NH:7][C:8]2[C:13]([C:14]([NH:16][C@@H:17]3[CH2:22][CH2:21][C@H:20]([NH:23][C:24]([C:26]4[N:27]=[C:28]5[CH:33]=[CH:32][CH:31]=[CH:30][N:29]5[CH:34]=4)=[O:25])[CH2:19][CH2:18]3)=[O:15])=[CH:12][C:11]([F:35])=[CH:10][N:9]=2)[CH:2]=1.[C:42](N1C=CN=C1)(N1C=CN=C1)=[O:43].[H-].[Na+].O. The product is [C:1]1([C:36]2[CH:41]=[CH:40][CH:39]=[CH:38][CH:37]=2)[CH:6]=[CH:5][CH:4]=[C:3]([N:7]2[C:8]3[N:9]=[CH:10][C:11]([F:35])=[CH:12][C:13]=3[C:14](=[O:15])[N:16]([C@@H:17]3[CH2:22][CH2:21][C@H:20]([NH:23][C:24]([C:26]4[N:27]=[C:28]5[CH:33]=[CH:32][CH:31]=[CH:30][N:29]5[CH:34]=4)=[O:25])[CH2:19][CH2:18]3)[C:42]2=[O:43])[CH:2]=1. (3) The yield is 0.150. The product is [Cl:20][C:5]1[C:6]([NH:8][C:9]2[C:18]([F:19])=[CH:17][CH:16]=[CH:15][C:10]=2[C:11]([NH:13][CH3:14])=[O:12])=[N:7][C:2]([NH:21][C:22]2[CH:23]=[CH:24][C:25]3[CH2:31][CH2:30][CH2:29][NH:28][C:27](=[O:32])[C:26]=3[CH:33]=2)=[N:3][CH:4]=1. The reactants are Cl[C:2]1[N:7]=[C:6]([NH:8][C:9]2[C:18]([F:19])=[CH:17][CH:16]=[CH:15][C:10]=2[C:11]([NH:13][CH3:14])=[O:12])[C:5]([Cl:20])=[CH:4][N:3]=1.[NH2:21][C:22]1[CH:23]=[CH:24][C:25]2[CH2:31][CH2:30][CH2:29][NH:28][C:27](=[O:32])[C:26]=2[CH:33]=1.CC1(C)[C@]2(CS(O)(=O)=O)C(C[C@H]1CC2)=O. The catalyst is C(O)(C)C. (4) The reactants are Br[C:2]1[CH:7]=[CH:6][C:5]([CH3:8])=[CH:4][C:3]=1[F:9].[C:10]([Cu])#[N:11].N.C(OCC)C. The catalyst is CN(C=O)C. The product is [F:9][C:3]1[CH:4]=[C:5]([CH3:8])[CH:6]=[CH:7][C:2]=1[C:10]#[N:11]. The yield is 0.880. (5) The reactants are [F:1][C:2]1[CH:7]=[C:6]([I:8])[CH:5]=[CH:4][C:3]=1[N:9]1[C:20]2[C:12](=[C:13]3[N:17]([C:18](=[O:22])[C:19]=2[CH3:21])[CH2:16][CH2:15][CH2:14]3)[NH:11][C:10]1=[O:23].[H-].[Na+].[CH2:26]([C:29]1([S:32](Cl)(=[O:34])=[O:33])[CH2:31][CH2:30]1)[CH:27]=[CH2:28]. The catalyst is CN(C=O)C. The product is [CH2:26]([C:29]1([S:32]([N:11]2[C:12]3[C:20](=[C:19]([CH3:21])[C:18](=[O:22])[N:17]4[C:13]=3[CH2:14][CH2:15][CH2:16]4)[N:9]([C:3]3[CH:4]=[CH:5][C:6]([I:8])=[CH:7][C:2]=3[F:1])[C:10]2=[O:23])(=[O:34])=[O:33])[CH2:31][CH2:30]1)[CH:27]=[CH2:28]. The yield is 0.200. (6) The reactants are [CH2:1]([O:5][C:6]([NH:8][CH2:9][CH:10]1[CH2:15][CH2:14][N:13]([C:16]2[N:20]([CH3:21])[N:19]=[CH:18][C:17]=2[NH:22][C:23]([C:25]2[N:26]=[C:27](Br)[S:28][C:29]=2[NH:30][C:31](=[O:37])[O:32][C:33]([CH3:36])([CH3:35])[CH3:34])=[O:24])[CH2:12][CH2:11]1)=[O:7])[CH2:2][CH2:3][CH3:4]. The catalyst is CO.C(O)(=O)C.[Pd]. The product is [CH2:1]([O:5][C:6]([NH:8][CH2:9][CH:10]1[CH2:11][CH2:12][N:13]([C:16]2[N:20]([CH3:21])[N:19]=[CH:18][C:17]=2[NH:22][C:23]([C:25]2[N:26]=[CH:27][S:28][C:29]=2[NH:30][C:31](=[O:37])[O:32][C:33]([CH3:36])([CH3:35])[CH3:34])=[O:24])[CH2:14][CH2:15]1)=[O:7])[CH2:2][CH2:3][CH3:4]. The yield is 0.960. (7) The reactants are Cl[C:2]1[CH:7]=[CH:6][N:5]=[CH:4][C:3]=1[N+:8]([O-:10])=[O:9].[NH:11]1[CH2:15][CH2:14][CH:13]([NH:16][C:17](=[O:23])[O:18][C:19]([CH3:22])([CH3:21])[CH3:20])[CH2:12]1.CCN(C(C)C)C(C)C. The catalyst is CCO. The product is [N+:8]([C:3]1[CH:4]=[N:5][CH:6]=[CH:7][C:2]=1[N:11]1[CH2:15][CH2:14][CH:13]([NH:16][C:17](=[O:23])[O:18][C:19]([CH3:21])([CH3:20])[CH3:22])[CH2:12]1)([O-:10])=[O:9]. The yield is 0.950.